This data is from Peptide-MHC class II binding affinity with 134,281 pairs from IEDB. The task is: Regression. Given a peptide amino acid sequence and an MHC pseudo amino acid sequence, predict their binding affinity value. This is MHC class II binding data. (1) The peptide sequence is EKKYFAATQFWPLAA. The MHC is DRB1_1602 with pseudo-sequence DRB1_1602. The binding affinity (normalized) is 0.789. (2) The peptide sequence is YPIILRLGSQLSLSM. The MHC is DRB1_0401 with pseudo-sequence DRB1_0401. The binding affinity (normalized) is 0.782. (3) The peptide sequence is KRWIKMSILNTAGSG. The MHC is HLA-DPA10201-DPB10101 with pseudo-sequence HLA-DPA10201-DPB10101. The binding affinity (normalized) is 0.326. (4) The peptide sequence is DVINDFVSSYARGET. The MHC is DRB1_1101 with pseudo-sequence DRB1_1101. The binding affinity (normalized) is 0.178.